From a dataset of Reaction yield outcomes from USPTO patents with 853,638 reactions. Predict the reaction yield, written as a fraction of the theoretical maximum amount of product (1.0 means a 100% yield; for example, 0.34 means a 34% yield). (1) The reactants are C(OC(=O)[NH:7][C:8]([CH3:48])([CH3:47])[C:9]([N:11]1[CH2:16][CH2:15][CH:14]([C:17]2[CH:22]=[CH:21][C:20]([NH:23][C:24]([C:26]3[N:27](COCC[Si](C)(C)C)[CH:28]=[C:29]([C:31]#[N:32])[N:30]=3)=[O:25])=[C:19]([C:41]3[CH2:46][CH2:45][CH2:44][CH2:43][CH:42]=3)[CH:18]=2)[CH2:13][CH2:12]1)=[O:10])(C)(C)C.[C:50]([OH:56])([C:52]([F:55])([F:54])[F:53])=[O:51]. The catalyst is C(Cl)Cl.CCO. The product is [F:53][C:52]([F:55])([F:54])[C:50]([OH:56])=[O:51].[NH2:7][C:8]([CH3:48])([CH3:47])[C:9]([N:11]1[CH2:16][CH2:15][CH:14]([C:17]2[CH:22]=[CH:21][C:20]([NH:23][C:24]([C:26]3[NH:30][C:29]([C:31]#[N:32])=[CH:28][N:27]=3)=[O:25])=[C:19]([C:41]3[CH2:46][CH2:45][CH2:44][CH2:43][CH:42]=3)[CH:18]=2)[CH2:13][CH2:12]1)=[O:10]. The yield is 0.290. (2) The reactants are [F:1][C:2]1[C:9]([OH:10])=[CH:8][CH:7]=[C:6]([F:11])[C:3]=1[CH:4]=[O:5].Br[CH2:13][CH2:14][O:15][CH:16]1[CH2:21][CH2:20][CH2:19][CH2:18][O:17]1.C(=O)([O-])[O-].[K+].[K+].O. The catalyst is CN(C)C=O. The product is [F:1][C:2]1[C:9]([O:10][CH2:13][CH2:14][O:15][CH:16]2[CH2:21][CH2:20][CH2:19][CH2:18][O:17]2)=[CH:8][CH:7]=[C:6]([F:11])[C:3]=1[CH:4]=[O:5]. The yield is 0.660. (3) The reactants are [N:1]([CH:4]([C:8]1[N:9]([CH2:19][C:20]2[CH:25]=[CH:24][CH:23]=[CH:22][CH:21]=2)[C:10](=[O:18])[C:11]2[C:16]([CH3:17])=[N:15][O:14][C:12]=2[N:13]=1)[CH:5]([CH3:7])[CH3:6])=[N+]=[N-].C1(P(C2C=CC=CC=2)C2C=CC=CC=2)C=CC=CC=1.O. The catalyst is C1COCC1. The product is [NH2:1][CH:4]([C:8]1[N:9]([CH2:19][C:20]2[CH:21]=[CH:22][CH:23]=[CH:24][CH:25]=2)[C:10](=[O:18])[C:11]2[C:16]([CH3:17])=[N:15][O:14][C:12]=2[N:13]=1)[CH:5]([CH3:7])[CH3:6]. The yield is 0.680. (4) The reactants are [O:1]1[CH2:6][CH2:5][CH:4]([OH:7])[CH2:3][CH2:2]1.[H-].[Na+].[F:10][C:11]1[CH:12]=[C:13]([CH:16]=[C:17]([F:19])[CH:18]=1)[CH2:14]Br. The catalyst is CN(C=O)C. The product is [F:10][C:11]1[CH:12]=[C:13]([CH:16]=[C:17]([F:19])[CH:18]=1)[CH2:14][O:7][CH:4]1[CH2:5][CH2:6][O:1][CH2:2][CH2:3]1. The yield is 0.490. (5) The catalyst is C(OCC)(=O)C.O. The product is [Cl:1][C:10]1[CH2:11][CH:17]([C:16]#[N:15])[N:8]([C:4]2[CH:3]=[N:2][CH:7]=[CH:6][CH:5]=2)[N:9]=1. The yield is 0.575. The reactants are [ClH:1].[N:2]1[CH:7]=[CH:6][CH:5]=[C:4]([NH:8]/[N:9]=[CH:10]/[C:11](O)=O)[CH:3]=1.Cl[N:15]1C(=O)C[CH2:17][C:16]1=O.C(#N)C=C.C(=O)(O)[O-].[K+].[Cl-].[Na+]. (6) The reactants are [F:1][C:2]1[CH:3]=[CH:4][C:5]([O:10][C:11]2[CH:16]=[CH:15][CH:14]=[CH:13][CH:12]=2)=[C:6]([CH2:8]O)[CH:7]=1.P(Br)(Br)[Br:18].C([O-])(O)=O.[Na+]. The catalyst is C(Cl)Cl. The product is [Br:18][CH2:8][C:6]1[CH:7]=[C:2]([F:1])[CH:3]=[CH:4][C:5]=1[O:10][C:11]1[CH:16]=[CH:15][CH:14]=[CH:13][CH:12]=1. The yield is 0.120.